From a dataset of Forward reaction prediction with 1.9M reactions from USPTO patents (1976-2016). Predict the product of the given reaction. (1) Given the reactants O=P12OP3(OP(OP(O3)(O1)=O)(=O)O2)=O.[CH3:15][O:16][C:17]1[CH:22]=[CH:21][C:20]([CH2:23][CH2:24][NH:25][C:26](=O)[CH3:27])=[CH:19][CH:18]=1.P(Cl)(Cl)(Cl)=O.[OH-].[K+], predict the reaction product. The product is: [CH3:15][O:16][C:17]1[CH:22]=[C:21]2[C:20]([CH2:23][CH2:24][N:25]=[C:26]2[CH3:27])=[CH:19][CH:18]=1. (2) Given the reactants [Br:1][C:2]1[CH:3]=[C:4]2[C:8](=[C:9]([CH2:11][CH3:12])[CH:10]=1)[NH:7][CH:6]=[C:5]2[CH2:13][CH2:14][OH:15].B(F)(F)F.CCOCC.[C:25]([CH2:29][C:30]([O:32][CH2:33][CH3:34])=[O:31])(=O)[CH2:26][CH3:27], predict the reaction product. The product is: [CH2:33]([O:32][C:30](=[O:31])[CH2:29][C:25]1([CH2:26][CH3:27])[C:6]2[NH:7][C:8]3[C:4]([C:5]=2[CH2:13][CH2:14][O:15]1)=[CH:3][C:2]([Br:1])=[CH:10][C:9]=3[CH2:11][CH3:12])[CH3:34]. (3) Given the reactants [NH2:1][C:2]1[C:7]([CH2:8][OH:9])=[CH:6][C:5](Br)=[CH:4][N:3]=1.CC([O-])=O.[K+].CC1(C)C(C)(C)[O:20][B:19](B2OC(C)(C)C(C)(C)O2)[O:18]1.O, predict the reaction product. The product is: [NH2:1][C:2]1[N:3]=[CH:4][C:5]([B:19]([OH:20])[OH:18])=[CH:6][C:7]=1[CH2:8][OH:9].